Dataset: NCI-60 drug combinations with 297,098 pairs across 59 cell lines. Task: Regression. Given two drug SMILES strings and cell line genomic features, predict the synergy score measuring deviation from expected non-interaction effect. (1) Drug 1: C1=CC(=C2C(=C1NCCNCCO)C(=O)C3=C(C=CC(=C3C2=O)O)O)NCCNCCO. Drug 2: CCCCC(=O)OCC(=O)C1(CC(C2=C(C1)C(=C3C(=C2O)C(=O)C4=C(C3=O)C=CC=C4OC)O)OC5CC(C(C(O5)C)O)NC(=O)C(F)(F)F)O. Cell line: NCI-H322M. Synergy scores: CSS=18.0, Synergy_ZIP=-5.22, Synergy_Bliss=-4.82, Synergy_Loewe=-4.14, Synergy_HSA=-1.96. (2) Drug 1: CC12CCC(CC1=CCC3C2CCC4(C3CC=C4C5=CN=CC=C5)C)O. Drug 2: C1CNP(=O)(OC1)N(CCCl)CCCl. Cell line: A549. Synergy scores: CSS=-0.439, Synergy_ZIP=-1.41, Synergy_Bliss=-2.50, Synergy_Loewe=-6.37, Synergy_HSA=-3.02.